Dataset: Full USPTO retrosynthesis dataset with 1.9M reactions from patents (1976-2016). Task: Predict the reactants needed to synthesize the given product. (1) Given the product [NH2:34][C:2]1[CH:3]=[CH:4][C:5]([F:32])=[C:6]([C@:8]23[CH2:16][O:15][C@H:14]([C:17]([CH:20]4[CH2:22][CH2:21]4)([F:19])[F:18])[C@H:13]2[CH2:12][S:11][C:10]([NH:23][C:24](=[O:31])[C:25]2[CH:30]=[CH:29][CH:28]=[CH:27][CH:26]=2)=[N:9]3)[CH:7]=1, predict the reactants needed to synthesize it. The reactants are: Br[C:2]1[CH:3]=[CH:4][C:5]([F:32])=[C:6]([C@:8]23[CH2:16][O:15][C@H:14]([C:17]([CH:20]4[CH2:22][CH2:21]4)([F:19])[F:18])[C@H:13]2[CH2:12][S:11][C:10]([NH:23][C:24](=[O:31])[C:25]2[CH:30]=[CH:29][CH:28]=[CH:27][CH:26]=2)=[N:9]3)[CH:7]=1.C[NH:34][C@@H]1CCCC[C@H]1NC.[N-]=[N+]=[N-].[Na+].O=C1O[C@H]([C@H](CO)O)C([O-])=C1O.[Na+]. (2) Given the product [CH2:4]([NH:1][C:2]([NH:15][CH:8]1[CH2:14][CH2:13][CH2:12][CH2:11][CH2:10][CH2:9]1)=[S:3])[CH2:5][CH2:6][CH3:7], predict the reactants needed to synthesize it. The reactants are: [N:1]([CH2:4][CH2:5][CH2:6][CH3:7])=[C:2]=[S:3].[CH:8]1([NH2:15])[CH2:14][CH2:13][CH2:12][CH2:11][CH2:10][CH2:9]1.C(N(CC)CC)C. (3) Given the product [CH:23]1([NH:28][C:20]([C:11]2[CH:12]=[C:13]([C:14]3[CH:19]=[CH:18][CH:17]=[CH:16][N:15]=3)[N:9]([C:6]3[N:7]=[N:8][C:3]([O:2][CH3:1])=[CH:4][CH:5]=3)[N:10]=2)=[O:22])[CH2:27][CH2:26][CH2:25][CH2:24]1, predict the reactants needed to synthesize it. The reactants are: [CH3:1][O:2][C:3]1[N:8]=[N:7][C:6]([N:9]2[C:13]([C:14]3[CH:19]=[CH:18][CH:17]=[CH:16][N:15]=3)=[CH:12][C:11]([C:20]([OH:22])=O)=[N:10]2)=[CH:5][CH:4]=1.[CH:23]1([NH2:28])[CH2:27][CH2:26][CH2:25][CH2:24]1. (4) Given the product [Cl:1][C:2]1[CH:3]=[C:4]([C:9]2([CH2:16][CH2:17][CH2:18][O:19][CH:20]3[CH2:25][CH2:24][O:23][CH2:22][CH2:21]3)[CH2:10][CH2:11][CH2:12][NH:13][CH2:14]2)[CH:5]=[CH:6][C:7]=1[Cl:8], predict the reactants needed to synthesize it. The reactants are: [Cl:1][C:2]1[CH:3]=[C:4]([C:9]2([CH2:16][CH2:17][CH2:18][O:19][CH:20]3[CH2:25][CH2:24][O:23][CH2:22][CH2:21]3)[CH2:14][NH:13][C:12](=O)[CH2:11][CH2:10]2)[CH:5]=[CH:6][C:7]=1[Cl:8].[H-].[H-].[H-].[H-].[Li+].[Al+3].